From a dataset of Reaction yield outcomes from USPTO patents with 853,638 reactions. Predict the reaction yield, written as a fraction of the theoretical maximum amount of product (1.0 means a 100% yield; for example, 0.34 means a 34% yield). The reactants are C1(P(C2C=CC=CC=2)C2C=CC=CC=2)C=CC=CC=1.CC(OC(/N=N/C(OC(C)C)=O)=O)C.[CH3:34][N:35]1[C:39]([C:40]2[CH:45]=[C:44]([N+:46]([O-:48])=[O:47])[CH:43]=[CH:42][C:41]=2[OH:49])=[CH:38][CH:37]=[N:36]1.[N:50]1([CH2:56][CH2:57]O)[CH2:55][CH2:54][O:53][CH2:52][CH2:51]1. The catalyst is C1COCC1. The product is [CH3:34][N:35]1[C:39]([C:40]2[CH:45]=[C:44]([N+:46]([O-:48])=[O:47])[CH:43]=[CH:42][C:41]=2[O:49][CH2:57][CH2:56][N:50]2[CH2:55][CH2:54][O:53][CH2:52][CH2:51]2)=[CH:38][CH:37]=[N:36]1. The yield is 0.890.